From a dataset of Forward reaction prediction with 1.9M reactions from USPTO patents (1976-2016). Predict the product of the given reaction. (1) Given the reactants C(OC([NH:8][C:9]([CH3:17])([CH3:16])[C:10]([O:12][CH:13]([CH3:15])[CH3:14])=[O:11])=O)(C)(C)C.[ClH:18].O1CCOCC1, predict the reaction product. The product is: [ClH:18].[NH2:8][C:9]([CH3:17])([CH3:16])[C:10]([O:12][CH:13]([CH3:15])[CH3:14])=[O:11]. (2) Given the reactants CS([C:5]1[N:10]=[C:9]([N:11]2[CH2:16][CH2:15][C:14](=[O:17])[N:13]3[CH2:18][CH:19]=[C:20]([C:22]4[CH:27]=[CH:26][CH:25]=[CH:24][CH:23]=4)[N:21]=[C:12]23)[CH:8]=[CH:7][N:6]=1)(=O)=O.[NH2:28][CH:29]([CH3:39])[CH2:30][C:31]1[CH:36]=[CH:35][C:34]([CH2:37][OH:38])=[CH:33][CH:32]=1.O1CCOCC1, predict the reaction product. The product is: [OH:38][CH2:37][C:34]1[CH:35]=[CH:36][C:31]([CH2:30][CH:29]([NH:28][C:5]2[N:10]=[C:9]([N:11]3[CH2:16][CH2:15][C:14](=[O:17])[N:13]4[CH2:18][CH:19]=[C:20]([C:22]5[CH:23]=[CH:24][CH:25]=[CH:26][CH:27]=5)[N:21]=[C:12]34)[CH:8]=[CH:7][N:6]=2)[CH3:39])=[CH:32][CH:33]=1.